Predict which catalyst facilitates the given reaction. From a dataset of Catalyst prediction with 721,799 reactions and 888 catalyst types from USPTO. (1) Reactant: [NH2:1][CH2:2][C:3]1([OH:26])[CH2:8][CH2:7][N:6]([CH2:9][C:10]2[CH:15]=[C:14]([Br:16])[CH:13]=[CH:12][C:11]=2[O:17][CH2:18][C:19]2[CH:24]=[CH:23][C:22]([Cl:25])=[CH:21][CH:20]=2)[CH2:5][CH2:4]1.[F:27][C:28]1[CH:36]=[CH:35][CH:34]=[C:33]([F:37])[C:29]=1[C:30]([OH:32])=O.[CH3:38][CH2:39][N:40](CC)CC.CN(C([O:52]N1N=NC2C=CC=NC1=2)=[N+](C)C)C.F[P-](F)(F)(F)(F)F. Product: [Br:16][C:14]1[CH:13]=[CH:12][C:11]([O:17][CH2:18][C:19]2[CH:20]=[CH:21][C:22]([Cl:25])=[CH:23][CH:24]=2)=[C:10]([CH2:9][N:6]2[CH2:7][CH2:8][C:3]([CH2:2][NH:1][C:38](=[O:52])[CH2:39][NH:40][C:30](=[O:32])[C:29]3[C:33]([F:37])=[CH:34][CH:35]=[CH:36][C:28]=3[F:27])([OH:26])[CH2:4][CH2:5]2)[CH:15]=1. The catalyst class is: 3. (2) Reactant: I[C:2]1[CH:11]=[CH:10][C:5]([O:6][CH2:7][CH2:8][OH:9])=[C:4](C)[CH:3]=1.[Cl:13][C:14]1[CH:19]=[CH:18][C:17]([C:20]2[CH:21]=[C:22]([F:28])[C:23]([C:26]#[CH:27])=[N:24][CH:25]=2)=[CH:16][CH:15]=1.C(N(CC)CC)C.CCOC(C)=O. Product: [Cl:13][C:14]1[CH:19]=[CH:18][C:17]([C:20]2[CH:21]=[C:22]([F:28])[C:23]([C:26]#[C:27][C:2]3[CH:3]=[CH:4][C:5]([O:6][CH2:7][CH2:8][OH:9])=[CH:10][CH:11]=3)=[N:24][CH:25]=2)=[CH:16][CH:15]=1. The catalyst class is: 356.